Dataset: Forward reaction prediction with 1.9M reactions from USPTO patents (1976-2016). Task: Predict the product of the given reaction. (1) Given the reactants [C:1]([O:5][P:6]([O:13][CH2:14][C@@H:15]([NH:24]C(=O)OCC1C2C=CC=CC=2C2C1=CC=CC=2)[C:16]1[CH:21]=[C:20]([I:22])[CH:19]=[C:18]([F:23])[CH:17]=1)([O:8][C:9]([CH3:12])([CH3:11])[CH3:10])=[O:7])([CH3:4])([CH3:3])[CH3:2].CN(C=O)C.N1CCCCC1.C(N1CCCCC1)(OCC1C2C(=CC=CC=2)C2C1=CC=CC=2)=O, predict the reaction product. The product is: [P:6]([O:8][C:9]([CH3:12])([CH3:11])[CH3:10])([O:5][C:1]([CH3:2])([CH3:4])[CH3:3])([O:13][CH2:14][C@@H:15]([NH2:24])[C:16]1[CH:21]=[C:20]([I:22])[CH:19]=[C:18]([F:23])[CH:17]=1)=[O:7]. (2) Given the reactants [N:1]1([CH2:6][C:7]2N3C=C(C)C=CC3=[N:9][C:8]=2C2C=CC(C)=CC=2)C=CN=C1.Cl.[Cl:25][C:26]1[CH:27]=[C:28]([Cl:44])[C:29]2[N:30]([C:32]([CH2:42]Cl)=[C:33]([C:35]3[CH:40]=[CH:39][C:38]([CH3:41])=[CH:37][CH:36]=3)[N:34]=2)[CH:31]=1.N1C=CC=N1, predict the reaction product. The product is: [N:9]1([CH2:42][C:32]2[N:30]3[CH:31]=[C:26]([Cl:25])[CH:27]=[C:28]([Cl:44])[C:29]3=[N:34][C:33]=2[C:35]2[CH:40]=[CH:39][C:38]([CH3:41])=[CH:37][CH:36]=2)[CH:8]=[CH:7][CH:6]=[N:1]1.